This data is from Full USPTO retrosynthesis dataset with 1.9M reactions from patents (1976-2016). The task is: Predict the reactants needed to synthesize the given product. (1) Given the product [C:1]([O-:6])(=[O:5])[C:2]([O-:4])=[O:3].[Cu+2:7].[NH2:9][NH2:10], predict the reactants needed to synthesize it. The reactants are: [C:1]([O-:6])(=[O:5])[C:2]([O-:4])=[O:3].[Cu+2:7].O.[NH2:9][NH2:10].NN. (2) Given the product [Br:1][C:2]1[CH:8]=[CH:7][CH:6]=[C:5]([F:9])[C:3]=1[N:4]1[CH2:15][CH2:14][CH2:13][CH2:12][CH2:11]1, predict the reactants needed to synthesize it. The reactants are: [Br:1][C:2]1[CH:8]=[CH:7][CH:6]=[C:5]([F:9])[C:3]=1[NH2:4].I[CH2:11][CH2:12][CH2:13][CH2:14][CH2:15]I.C([O-])([O-])=O.[K+].[K+].CN(C=O)C. (3) Given the product [F:38][C:32]1[CH:33]=[CH:34][CH:35]=[C:36]([F:37])[C:31]=1[C:26]1[N:25]=[C:24]([C:23]([NH:22][C:17]2[CH:18]=[N:19][CH:20]=[CH:21][C:16]=2[C@H:13]2[O:14][CH2:15][C@@H:10]([CH2:9][OH:8])[CH2:11][O:12]2)=[O:39])[CH:29]=[CH:28][C:27]=1[F:30], predict the reactants needed to synthesize it. The reactants are: [Si]([O:8][CH2:9][C@H:10]1[CH2:15][O:14][C@@H:13]([C:16]2[CH:21]=[CH:20][N:19]=[CH:18][C:17]=2[NH:22][C:23](=[O:39])[C:24]2[CH:29]=[CH:28][C:27]([F:30])=[C:26]([C:31]3[C:36]([F:37])=[CH:35][CH:34]=[CH:33][C:32]=3[F:38])[N:25]=2)[O:12][CH2:11]1)(C(C)(C)C)(C)C.CCCC[N+](CCCC)(CCCC)CCCC.[F-].CCOC(C)=O. (4) Given the product [CH:12]1([O:15][C:16]2[CH:23]=[C:22]([F:24])[CH:21]=[CH:20][C:17]=2[CH2:18][NH2:19])[CH2:14][CH2:13]1, predict the reactants needed to synthesize it. The reactants are: [H-].[Al+3].[Li+].[H-].[H-].[H-].C1COCC1.[CH:12]1([O:15][C:16]2[CH:23]=[C:22]([F:24])[CH:21]=[CH:20][C:17]=2[C:18]#[N:19])[CH2:14][CH2:13]1.